From a dataset of Full USPTO retrosynthesis dataset with 1.9M reactions from patents (1976-2016). Predict the reactants needed to synthesize the given product. (1) Given the product [N+:10]([C:13]1[CH:18]=[C:17]([N+:19]([O-:21])=[O:20])[CH:16]=[CH:15][C:14]=1[S:22]([O:9][C:3]1[C:2](=[O:1])[CH:8]=[CH:7][CH:6]=[CH:5][CH:4]=1)(=[O:24])=[O:23])([O-:12])=[O:11], predict the reactants needed to synthesize it. The reactants are: [OH:1][C:2]1[C:3](=[O:9])[CH:4]=[CH:5][CH:6]=[CH:7][CH:8]=1.[N+:10]([C:13]1[CH:18]=[C:17]([N+:19]([O-:21])=[O:20])[CH:16]=[CH:15][C:14]=1[S:22](Cl)(=[O:24])=[O:23])([O-:12])=[O:11]. (2) Given the product [OH:1][C:2]1[CH:3]=[C:4]([CH2:8][CH2:9][C:10]([O:12][CH3:13])=[O:11])[CH:5]=[CH:6][CH:7]=1, predict the reactants needed to synthesize it. The reactants are: [OH:1][C:2]1[CH:3]=[C:4]([CH2:8][CH2:9][C:10]([OH:12])=[O:11])[CH:5]=[CH:6][CH:7]=1.[C:13](=O)([O-])O.[K+].CI. (3) Given the product [CH:34]1([O:33][C:31](=[O:32])[N:14]([C@@H:13]2[C@@H:9]([C:4]3[CH:5]=[CH:6][C:7]([Cl:8])=[C:2]([Cl:1])[CH:3]=3)[CH2:10][N:11]([C:16]([CH:18]3[CH2:19][CH2:20][N:21]([C:24]([C:26]4([CH3:29])[CH2:28][CH2:27]4)=[O:25])[CH2:22][CH2:23]3)=[O:17])[CH2:12]2)[CH3:15])[CH2:38][CH2:37][CH2:36][CH2:35]1, predict the reactants needed to synthesize it. The reactants are: [Cl:1][C:2]1[CH:3]=[C:4]([C@@H:9]2[C@@H:13]([NH:14][CH3:15])[CH2:12][N:11]([C:16]([CH:18]3[CH2:23][CH2:22][N:21]([C:24]([C:26]4([CH3:29])[CH2:28][CH2:27]4)=[O:25])[CH2:20][CH2:19]3)=[O:17])[CH2:10]2)[CH:5]=[CH:6][C:7]=1[Cl:8].Cl[C:31]([O:33][CH:34]1[CH2:38][CH2:37][CH2:36][CH2:35]1)=[O:32]. (4) Given the product [CH3:24][C:7]1([CH3:25])[CH:6]=[CH:10][CH2:9][CH:8]1[NH:11][C:12]1[C:13]2[N:14]([CH:21]=[CH:22][CH:23]=2)[N:15]=[CH:16][C:17]=1[C:18]([NH2:19])=[O:20], predict the reactants needed to synthesize it. The reactants are: CS(O[C@H:6]1[CH2:10][CH2:9][C@@H:8]([NH:11][C:12]2[C:13]3[N:14]([CH:21]=[CH:22][CH:23]=3)[N:15]=[CH:16][C:17]=2[C:18](=[O:20])[NH2:19])[C:7]1([CH3:25])[CH3:24])(=O)=O.